From a dataset of Peptide-MHC class I binding affinity with 185,985 pairs from IEDB/IMGT. Regression. Given a peptide amino acid sequence and an MHC pseudo amino acid sequence, predict their binding affinity value. This is MHC class I binding data. (1) The peptide sequence is EMKTDAATL. The MHC is HLA-B44:02 with pseudo-sequence HLA-B44:02. The binding affinity (normalized) is 0. (2) The peptide sequence is LAPECPMC. The MHC is Mamu-A01 with pseudo-sequence Mamu-A01. The binding affinity (normalized) is 0.329. (3) The binding affinity (normalized) is 0. The MHC is HLA-A30:02 with pseudo-sequence HLA-A30:02. The peptide sequence is VYALCTLLHL.